Dataset: Reaction yield outcomes from USPTO patents with 853,638 reactions. Task: Predict the reaction yield, written as a fraction of the theoretical maximum amount of product (1.0 means a 100% yield; for example, 0.34 means a 34% yield). (1) The reactants are Cl[C:2]1[N:7]=[CH:6][N:5]=[C:4]([O:8][C:9]2[CH:14]=[CH:13][C:12]([NH:15][C:16]([NH:18][C:19]3[CH:24]=[CH:23][CH:22]=[CH:21][CH:20]=3)=[O:17])=[CH:11][CH:10]=2)[CH:3]=1.[CH3:25][NH:26][C:27]1[CH:32]=[CH:31][CH:30]=[CH:29][CH:28]=1.C(OCC)(=O)C.O. The catalyst is CN1CCCC1=O.CCCCCC. The product is [CH3:25][N:26]([C:2]1[N:7]=[CH:6][N:5]=[C:4]([O:8][C:9]2[CH:14]=[CH:13][C:12]([NH:15][C:16]([NH:18][C:19]3[CH:24]=[CH:23][CH:22]=[CH:21][CH:20]=3)=[O:17])=[CH:11][CH:10]=2)[CH:3]=1)[C:27]1[CH:32]=[CH:31][CH:30]=[CH:29][CH:28]=1. The yield is 0.460. (2) The reactants are [CH3:1]C([O-])(C)C.[K+].[Br:7][C:8]1[CH:13]=[CH:12][CH:11]=[CH:10][C:9]=1[C:14](=O)[CH3:15]. The catalyst is [Br-].C[P+](C1C=CC=CC=1)(C1C=CC=CC=1)C1C=CC=CC=1.C1COCC1. The product is [Br:7][C:8]1[CH:13]=[CH:12][CH:11]=[CH:10][C:9]=1[C:14]([CH3:15])=[CH2:1]. The yield is 0.880. (3) The reactants are Cl.[CH2:2]([N:4]([C:12]1[N:17]=[CH:16][N:15]=[C:14]2[N:18]([C:21]3[CH:26]=[CH:25][C:24]([S:27]([CH3:30])(=[O:29])=[O:28])=[CH:23][C:22]=3[F:31])[N:19]=[CH:20][C:13]=12)[CH2:5][CH:6]1[CH2:11][CH2:10][NH:9][CH2:8][CH2:7]1)[CH3:3].Br[C:33]1[CH:38]=[CH:37][C:36]([C:39]([F:42])([F:41])[F:40])=[CH:35][N:34]=1.C(N(CC)CC)C. The catalyst is CN(C=O)C. The product is [CH2:2]([N:4]([C:12]1[N:17]=[CH:16][N:15]=[C:14]2[N:18]([C:21]3[CH:26]=[CH:25][C:24]([S:27]([CH3:30])(=[O:29])=[O:28])=[CH:23][C:22]=3[F:31])[N:19]=[CH:20][C:13]=12)[CH2:5][CH:6]1[CH2:7][CH2:8][N:9]([C:33]2[CH:38]=[CH:37][C:36]([C:39]([F:42])([F:41])[F:40])=[CH:35][N:34]=2)[CH2:10][CH2:11]1)[CH3:3]. The yield is 0.510. (4) The reactants are C(N(CC)[C:4]([C:6]1[CH:20]=[CH:19][C:9]([CH2:10][C:11]2[CH:16]=[CH:15][CH:14]=[CH:13][C:12]=2[O:17][CH3:18])=[CH:8][CH:7]=1)=[O:5])C.[CH:23]([Li])([CH2:25][CH3:26])[CH3:24].Cl. The catalyst is C1(C)C=CC=CC=1.CCCCCC.C1CCCCC1. The product is [CH3:24][CH:23]([CH2:25][CH3:26])[C:4]([C:6]1[CH:7]=[CH:8][C:9]([CH2:10][C:11]2[CH:16]=[CH:15][CH:14]=[CH:13][C:12]=2[O:17][CH3:18])=[CH:19][CH:20]=1)=[O:5]. The yield is 0.610. (5) The reactants are FC(F)(F)S(O[C:7]1[N:12]=[C:11]2[C:13]3[N:20]([CH3:21])[N:19]=[C:18]([C:22](=[O:27])[N:23]([O:25][CH3:26])[CH3:24])[C:14]=3[CH2:15][CH2:16][CH2:17][C:10]2=[CH:9][N:8]=1)(=O)=O.[Br:30][C:31]1[CH:36]=[CH:35][C:34]([SH:37])=[CH:33][CH:32]=1. The catalyst is C1COCC1. The product is [Br:30][C:31]1[CH:36]=[CH:35][C:34]([S:37][C:7]2[N:12]=[C:11]3[C:13]4[N:20]([CH3:21])[N:19]=[C:18]([C:22]([N:23]([O:25][CH3:26])[CH3:24])=[O:27])[C:14]=4[CH2:15][CH2:16][CH2:17][C:10]3=[CH:9][N:8]=2)=[CH:33][CH:32]=1. The yield is 0.0200.